From a dataset of Forward reaction prediction with 1.9M reactions from USPTO patents (1976-2016). Predict the product of the given reaction. Given the reactants ClC(Cl)(Cl)[C:3]([C:5]1[N:14]2[C:8]([CH2:9][N:10]([C:19]([C:21]3[CH:26]=[CH:25][C:24]([C:27]4[CH:32]=[CH:31][CH:30]=[CH:29][C:28]=4[CH3:33])=[C:23]([O:34][CH3:35])[CH:22]=3)=[O:20])[C:11]3[CH:18]=[CH:17][CH:16]=[CH:15][C:12]=3[CH2:13]2)=[CH:7][CH:6]=1)=[O:4].[CH3:38][O:39][C:40]1[CH:41]=[C:42]([CH2:48][CH2:49][NH2:50])[CH:43]=[CH:44][C:45]=1[O:46][CH3:47], predict the reaction product. The product is: [CH3:38][O:39][C:40]1[CH:41]=[C:42]([CH2:48][CH2:49][NH:50][C:3]([C:5]2[N:14]3[C:8]([CH2:9][N:10]([C:19]([C:21]4[CH:26]=[CH:25][C:24]([C:27]5[CH:32]=[CH:31][CH:30]=[CH:29][C:28]=5[CH3:33])=[C:23]([O:34][CH3:35])[CH:22]=4)=[O:20])[C:11]4[CH:18]=[CH:17][CH:16]=[CH:15][C:12]=4[CH2:13]3)=[CH:7][CH:6]=2)=[O:4])[CH:43]=[CH:44][C:45]=1[O:46][CH3:47].